This data is from Full USPTO retrosynthesis dataset with 1.9M reactions from patents (1976-2016). The task is: Predict the reactants needed to synthesize the given product. Given the product [NH3:1].[CH2:48]([Cl:50])[Cl:49].[C:19]1([C:25]2([OH:31])[CH2:30][CH2:29][N:28]([CH2:15][C:14]3[CH:17]=[CH:18][C:11]([O:10][CH2:9][CH2:8][CH2:7][N:1]4[CH2:6][CH2:5][CH2:4][CH2:3][CH2:2]4)=[CH:12][CH:13]=3)[CH2:27][CH2:26]2)[CH:20]=[CH:21][CH:22]=[CH:23][CH:24]=1, predict the reactants needed to synthesize it. The reactants are: [N:1]1([CH2:7][CH2:8][CH2:9][O:10][C:11]2[CH:18]=[CH:17][C:14]([CH:15]=O)=[CH:13][CH:12]=2)[CH2:6][CH2:5][CH2:4][CH2:3][CH2:2]1.[C:19]1([C:25]2([OH:31])[CH2:30][CH2:29][NH:28][CH2:27][CH2:26]2)[CH:24]=[CH:23][CH:22]=[CH:21][CH:20]=1.C(O[BH-](OC(=O)C)OC(=O)C)(=O)C.[Na+].[OH-].[Na+].[CH2:48]([Cl:50])[Cl:49].